This data is from Forward reaction prediction with 1.9M reactions from USPTO patents (1976-2016). The task is: Predict the product of the given reaction. (1) Given the reactants [Cl:1][C:2]1[N:3]=[C:4]([N:11]2[CH2:16][CH2:15][O:14][CH2:13][CH2:12]2)[C:5]2[S:10][CH:9]=[CH:8][C:6]=2[N:7]=1.[Li]CCCC.CN(C)[CH:24]=[O:25], predict the reaction product. The product is: [Cl:1][C:2]1[N:3]=[C:4]([N:11]2[CH2:16][CH2:15][O:14][CH2:13][CH2:12]2)[C:5]2[S:10][C:9]([CH:24]=[O:25])=[CH:8][C:6]=2[N:7]=1. (2) Given the reactants Br[CH2:2][C:3]1[CH:4]=[CH:5][C:6]([F:12])=[C:7]([CH2:9][CH2:10][OH:11])[CH:8]=1.FC(F)(F)C(O)=O.[CH:20]([C:23]1[S:24][CH:25]=[C:26]([C:28]([N:30]2[CH2:35][C:34]3([CH2:40][CH2:39][NH:38][CH2:37][CH2:36]3)[O:33][CH2:32][CH2:31]2)=[O:29])[N:27]=1)([CH3:22])[CH3:21].C(=O)([O-])[O-].[K+].[K+], predict the reaction product. The product is: [F:12][C:6]1[CH:5]=[CH:4][C:3]([CH2:2][N:38]2[CH2:39][CH2:40][C:34]3([O:33][CH2:32][CH2:31][N:30]([C:28]([C:26]4[N:27]=[C:23]([CH:20]([CH3:21])[CH3:22])[S:24][CH:25]=4)=[O:29])[CH2:35]3)[CH2:36][CH2:37]2)=[CH:8][C:7]=1[CH2:9][CH2:10][OH:11]. (3) Given the reactants [Br:1][C:2]1[CH:3]=[C:4]([C:9]([C:11]2[C:16]([CH:17]([CH3:19])[CH3:18])=[C:15]([O:20]C)[N:14]=[C:13]([O:22]C)[N:12]=2)=[O:10])[CH:5]=[C:6]([CH3:8])[CH:7]=1, predict the reaction product. The product is: [Br:1][C:2]1[CH:3]=[C:4]([CH:5]=[C:6]([CH3:8])[CH:7]=1)[C:9]([C:11]1[NH:12][C:13](=[O:22])[NH:14][C:15](=[O:20])[C:16]=1[CH:17]([CH3:18])[CH3:19])=[O:10].